From a dataset of CYP2D6 inhibition data for predicting drug metabolism from PubChem BioAssay. Regression/Classification. Given a drug SMILES string, predict its absorption, distribution, metabolism, or excretion properties. Task type varies by dataset: regression for continuous measurements (e.g., permeability, clearance, half-life) or binary classification for categorical outcomes (e.g., BBB penetration, CYP inhibition). Dataset: cyp2d6_veith. The molecule is CN1CCN(c2ncc3nc(-c4cccc(C#N)c4)c(=O)n(CCC#N)c3n2)CC1. The result is 0 (non-inhibitor).